Dataset: Forward reaction prediction with 1.9M reactions from USPTO patents (1976-2016). Task: Predict the product of the given reaction. (1) Given the reactants [Cl:1][C:2]1[CH:9]=[CH:8][C:5]([CH2:6][Br:7])=[C:4]([F:10])[CH:3]=1.[CH2:11]1[NH:16][C:14](=[S:15])[NH:13][CH2:12]1, predict the reaction product. The product is: [BrH:7].[Cl:1][C:2]1[CH:9]=[CH:8][C:5]([CH2:6][S:15][C:14]2[NH:16][CH2:11][CH2:12][N:13]=2)=[C:4]([F:10])[CH:3]=1. (2) Given the reactants [NH2:1][CH2:2][C@H:3]([OH:21])[C@@H:4]([O:11][C:12]1[CH:17]=[CH:16][C:15]([Cl:18])=[CH:14][C:13]=1[O:19][CH3:20])[C:5]1[CH:10]=[CH:9][CH:8]=[CH:7][CH:6]=1.C([O-])([O-])=O.[Na+].[Na+].[Cl:28][CH2:29][C:30](Cl)=[O:31], predict the reaction product. The product is: [Cl:28][CH2:29][C:30]([NH:1][CH2:2][C@H:3]([OH:21])[C@@H:4]([O:11][C:12]1[CH:17]=[CH:16][C:15]([Cl:18])=[CH:14][C:13]=1[O:19][CH3:20])[C:5]1[CH:10]=[CH:9][CH:8]=[CH:7][CH:6]=1)=[O:31]. (3) The product is: [C:1]([O:5][C:6](=[O:7])[NH:8][C:9]1[CH:14]=[CH:13][C:12]([C:15]2[CH:20]=[CH:19][CH:18]=[C:17]([C:21](=[O:22])[NH:35][C:34]3[CH:36]=[CH:37][C:31]([N:25]4[CH2:26][CH2:27][O:28][CH2:29][CH2:30]4)=[CH:32][CH:33]=3)[CH:16]=2)=[C:11]([CH3:24])[CH:10]=1)([CH3:4])([CH3:3])[CH3:2]. Given the reactants [C:1]([O:5][C:6]([NH:8][C:9]1[CH:14]=[CH:13][C:12]([C:15]2[CH:20]=[CH:19][CH:18]=[C:17]([C:21](O)=[O:22])[CH:16]=2)=[C:11]([CH3:24])[CH:10]=1)=[O:7])([CH3:4])([CH3:3])[CH3:2].[N:25]1([C:31]2[CH:37]=[CH:36][C:34]([NH2:35])=[CH:33][CH:32]=2)[CH2:30][CH2:29][O:28][CH2:27][CH2:26]1.C(N(CC)CC)C.F[P-](F)(F)(F)(F)F.N1(OC(N(C)C)=[N+](C)C)C2C=CC=CC=2N=N1, predict the reaction product. (4) Given the reactants [F:1][C:2]1[CH:23]=[CH:22][C:5]([CH2:6][NH:7][C:8]([C:10]2[S:14][C:13]([C:15]3[NH:16][N:17]=[C:18]([CH3:20])[CH:19]=3)=[N:12][C:11]=2[CH3:21])=[O:9])=[CH:4][CH:3]=1.[F:24][C:25]1[CH:30]=[CH:29][C:28]([CH2:31][CH2:32]N2C(C)=CC(I)=N2)=[CH:27][CH:26]=1, predict the reaction product. The product is: [F:1][C:2]1[CH:3]=[CH:4][C:5]([CH2:6][NH:7][C:8]([C:10]2[S:14][C:13]([C:15]3[CH:19]=[C:18]([CH3:20])[N:17]([CH2:32][CH2:31][C:28]4[CH:29]=[CH:30][C:25]([F:24])=[CH:26][CH:27]=4)[N:16]=3)=[N:12][C:11]=2[CH3:21])=[O:9])=[CH:22][CH:23]=1. (5) Given the reactants [F:1][C:2]1[CH:7]=[CH:6][C:5]([C:8]2[CH:13]=[CH:12][N:11]=[CH:10][C:9]=2[NH:14][CH2:15][C:16]2[O:17][CH:18]=[C:19]([CH3:21])[N:20]=2)=[C:4]([O:22][CH3:23])[CH:3]=1.[CH3:24][S:25]([C:28]1[CH:29]=[C:30]([CH:34]=[C:35]([C:37]([F:40])([F:39])[F:38])[CH:36]=1)[C:31](O)=[O:32])(=[O:27])=[O:26], predict the reaction product. The product is: [F:1][C:2]1[CH:7]=[CH:6][C:5]([C:8]2[CH:13]=[CH:12][N:11]=[CH:10][C:9]=2[N:14]([CH2:15][C:16]2[O:17][CH:18]=[C:19]([CH3:21])[N:20]=2)[C:31](=[O:32])[C:30]2[CH:34]=[C:35]([C:37]([F:40])([F:38])[F:39])[CH:36]=[C:28]([S:25]([CH3:24])(=[O:27])=[O:26])[CH:29]=2)=[C:4]([O:22][CH3:23])[CH:3]=1. (6) Given the reactants [C:1]([C:3]1([C:6]2[CH:7]=[C:8]([CH:12]=[CH:13][CH:14]=2)[C:9]([OH:11])=O)[CH2:5][CH2:4]1)#[N:2].C(Cl)(=O)C(Cl)=O.O1CCCC1.[NH2:26][C:27]1[C:28]([F:50])=[CH:29][C:30]([Cl:49])=[C:31]([CH:48]=1)[O:32][C:33]1[CH:34]=[CH:35][C:36]2[N:37]([CH:39]=[C:40]([NH:42][C:43]([CH:45]3[CH2:47][CH2:46]3)=[O:44])[N:41]=2)[N:38]=1, predict the reaction product. The product is: [Cl:49][C:30]1[C:31]([O:32][C:33]2[CH:34]=[CH:35][C:36]3[N:37]([CH:39]=[C:40]([NH:42][C:43]([CH:45]4[CH2:46][CH2:47]4)=[O:44])[N:41]=3)[N:38]=2)=[CH:48][C:27]([NH:26][C:9](=[O:11])[C:8]2[CH:12]=[CH:13][CH:14]=[C:6]([C:3]3([C:1]#[N:2])[CH2:4][CH2:5]3)[CH:7]=2)=[C:28]([F:50])[CH:29]=1. (7) Given the reactants C(O[C:5](=[O:7])[CH3:6])(=O)C.CCN(CC)CC.Cl.Cl.[NH2:17][C:18]1[C:19]([Cl:26])=[N:20][C:21]([Cl:25])=[CH:22][C:23]=1[NH2:24], predict the reaction product. The product is: [C:5]([NH:17][C:18]1[C:19]([Cl:26])=[N:20][C:21]([Cl:25])=[CH:22][C:23]=1[NH2:24])(=[O:7])[CH3:6]. (8) Given the reactants [CH3:1][O:2][C:3]([C@@H:5]1[CH2:9][C@@H:8]([OH:10])[CH2:7][N:6]1[C:11]([O:13][CH2:14][C:15]1[CH:20]=[CH:19][CH:18]=[CH:17][CH:16]=1)=[O:12])=[O:4].CCN(C(C)C)C(C)C.[Si:30](Cl)([CH3:33])([CH3:32])[CH3:31].CCOC(C)=O, predict the reaction product. The product is: [CH3:1][O:2][C:3]([C@@H:5]1[CH2:9][C@@H:8]([O:10][Si:30]([CH3:33])([CH3:32])[CH3:31])[CH2:7][N:6]1[C:11]([O:13][CH2:14][C:15]1[CH:20]=[CH:19][CH:18]=[CH:17][CH:16]=1)=[O:12])=[O:4].